Dataset: Forward reaction prediction with 1.9M reactions from USPTO patents (1976-2016). Task: Predict the product of the given reaction. (1) Given the reactants [F-].C([N+](CCCC)(CCCC)CCCC)CCC.[C:19]1([C:25]2[C:37]([CH2:38][C:39]3[CH:40]=[C:41]([CH:46]=[CH:47][CH:48]=3)[C:42]([O:44][CH3:45])=[O:43])=[C:28]3[CH:29]=[CH:30][CH:31]=[C:32]([Si](C)(C)C)[N:27]3[N:26]=2)[CH:24]=[CH:23][CH:22]=[CH:21][CH:20]=1.[Cl-].[NH4+], predict the reaction product. The product is: [C:19]1([C:25]2[C:37]([CH2:38][C:39]3[CH:40]=[C:41]([CH:46]=[CH:47][CH:48]=3)[C:42]([O:44][CH3:45])=[O:43])=[C:28]3[CH:29]=[CH:30][CH:31]=[CH:32][N:27]3[N:26]=2)[CH:20]=[CH:21][CH:22]=[CH:23][CH:24]=1. (2) Given the reactants [C:1]([C:3]1[CH:8]=[CH:7][C:6]([C:9]2[O:10][C:11]3[CH:21]=[C:20]([N:22]([CH3:27])[S:23]([CH3:26])(=[O:25])=[O:24])[C:19](B4OC(C)(C)C(C)(C)O4)=[CH:18][C:12]=3[C:13]=2[C:14]([NH:16][CH3:17])=[O:15])=[CH:5][CH:4]=1)#[N:2].Cl[C:38]1[CH:39]=[CH:40][C:41]2[O:54][CH2:53][N:44]3[C:45]4[CH:46]=[CH:47][CH:48]=[C:49]([F:52])[C:50]=4[CH:51]=[C:43]3[C:42]=2[N:55]=1.CC(C1C=C(C(C)C)C(C2C=CC=CC=2P(C2CCCCC2)C2CCCCC2)=C(C(C)C)C=1)C, predict the reaction product. The product is: [C:1]([C:3]1[CH:8]=[CH:7][C:6]([C:9]2[O:10][C:11]3[CH:21]=[C:20]([N:22]([CH3:27])[S:23]([CH3:26])(=[O:25])=[O:24])[C:19]([C:38]4[CH:39]=[CH:40][C:41]5[O:54][CH2:53][N:44]6[C:45]7[CH:46]=[CH:47][CH:48]=[C:49]([F:52])[C:50]=7[CH:51]=[C:43]6[C:42]=5[N:55]=4)=[CH:18][C:12]=3[C:13]=2[C:14]([NH:16][CH3:17])=[O:15])=[CH:5][CH:4]=1)#[N:2]. (3) Given the reactants [CH3:1][S:2]([OH:5])(=[O:4])=[O:3].[F:6][C:7]1[CH:8]=[C:9]2[C:14](=[CH:15][C:16]=1[N:17]1[CH2:22][CH2:21][NH:20][CH2:19][CH2:18]1)[N:13]1[C@H:23]([CH3:25])[S:24][C:12]1=[C:11]([C:26]([OH:28])=[O:27])[C:10]2=[O:29], predict the reaction product. The product is: [S:2]([OH:5])(=[O:4])(=[O:3])[CH3:1].[F:6][C:7]1[CH:8]=[C:9]2[C:14](=[CH:15][C:16]=1[N:17]1[CH2:22][CH2:21][NH:20][CH2:19][CH2:18]1)[N:13]1[C@H:23]([CH3:25])[S:24][C:12]1=[C:11]([C:26]([OH:28])=[O:27])[C:10]2=[O:29].